This data is from Full USPTO retrosynthesis dataset with 1.9M reactions from patents (1976-2016). The task is: Predict the reactants needed to synthesize the given product. (1) Given the product [OH:1][CH2:2][CH2:3][CH2:4][O:5][C:6]1[CH:13]=[CH:12][C:9]([C:10]([NH2:11])=[S:14])=[CH:8][N:7]=1, predict the reactants needed to synthesize it. The reactants are: [OH:1][CH2:2][CH2:3][CH2:4][O:5][C:6]1[CH:13]=[CH:12][C:9]([C:10]#[N:11])=[CH:8][N:7]=1.[SH2:14].C(NCC)C. (2) Given the product [C:1]([O:5][C:6]([N:8]1[CH2:9][CH2:10][N:11]([C:14]2[CH:22]=[CH:21][CH:20]=[C:19]3[C:15]=2[C:16]([F:39])=[C:17]([C:31](=[O:33])[NH2:32])[N:18]3[CH2:23][C:24]2[CH:25]=[CH:26][C:27]([F:30])=[CH:28][CH:29]=2)[CH2:12][CH2:13]1)=[O:7])([CH3:4])([CH3:2])[CH3:3], predict the reactants needed to synthesize it. The reactants are: [C:1]([O:5][C:6]([N:8]1[CH2:13][CH2:12][N:11]([C:14]2[CH:22]=[CH:21][CH:20]=[C:19]3[C:15]=2[CH:16]=[C:17]([C:31](=[O:33])[NH2:32])[N:18]3[CH2:23][C:24]2[CH:29]=[CH:28][C:27]([F:30])=[CH:26][CH:25]=2)[CH2:10][CH2:9]1)=[O:7])([CH3:4])([CH3:3])[CH3:2].[O-]S(C(F)(F)[F:39])(=O)=O.F[N+]1C(C)=CC(C)=CC=1C. (3) Given the product [CH2:45]([O:47][C:48]1[CH:56]=[CH:55][C:54]([CH3:57])=[CH:53][C:49]=1[C:50]([NH:42][C@H:38]1[CH2:39][CH2:40][CH2:41][C@@H:37]1[NH:36][C:33]1[CH:32]=[N:31][C:30]([C:29]([F:28])([F:43])[F:44])=[CH:35][N:34]=1)=[O:51])[CH3:46], predict the reactants needed to synthesize it. The reactants are: BrC1C(C(N[C@H]2CCC[C@@H]2NC2C=NC(C(F)(F)F)=CN=2)=O)=NC=CC=1.Cl.[F:28][C:29]([F:44])([F:43])[C:30]1[N:31]=[CH:32][C:33]([NH:36][C@H:37]2[CH2:41][CH2:40][CH2:39][C@@H:38]2[NH2:42])=[N:34][CH:35]=1.[CH2:45]([O:47][C:48]1[CH:56]=[CH:55][C:54]([CH3:57])=[CH:53][C:49]=1[C:50](O)=[O:51])[CH3:46]. (4) Given the product [CH:1]([S:4][C:5]1[CH:10]=[CH:9][C:8]([C:11]2[CH:16]=[CH:15][CH:14]=[C:13]([CH2:17][O:18][C:19]3[CH:24]=[CH:23][C:22]([C:25]4([CH2:29][C:30]([OH:32])=[O:31])[CH2:26][O:27][CH2:28]4)=[CH:21][CH:20]=3)[CH:12]=2)=[CH:7][CH:6]=1)([CH3:3])[CH3:2], predict the reactants needed to synthesize it. The reactants are: [CH:1]([S:4][C:5]1[CH:10]=[CH:9][C:8]([C:11]2[CH:16]=[CH:15][CH:14]=[C:13]([CH2:17][O:18][C:19]3[CH:24]=[CH:23][C:22]([C:25]4([CH2:29][C:30]([O:32]CC)=[O:31])[CH2:28][O:27][CH2:26]4)=[CH:21][CH:20]=3)[CH:12]=2)=[CH:7][CH:6]=1)([CH3:3])[CH3:2]. (5) Given the product [CH2:52]([N:39]([CH:33]1[CH2:34][CH2:35][CH2:36][C:37]([OH:38])([C:2]2[N:3]=[CH:4][N:5]([C:7]([C:8]3[CH:13]=[CH:12][CH:11]=[CH:10][CH:9]=3)([C:20]3[CH:21]=[CH:22][CH:23]=[CH:24][CH:25]=3)[C:14]3[CH:15]=[CH:16][CH:17]=[CH:18][CH:19]=3)[CH:6]=2)[C:32]1([CH3:54])[CH3:31])[C:40]1[CH:47]=[CH:46][C:43]([C:44]#[N:45])=[C:42]([C:48]([F:49])([F:50])[F:51])[CH:41]=1)[CH3:53], predict the reactants needed to synthesize it. The reactants are: I[C:2]1[N:3]=[CH:4][N:5]([C:7]([C:20]2[CH:25]=[CH:24][CH:23]=[CH:22][CH:21]=2)([C:14]2[CH:19]=[CH:18][CH:17]=[CH:16][CH:15]=2)[C:8]2[CH:13]=[CH:12][CH:11]=[CH:10][CH:9]=2)[CH:6]=1.C([Mg]Br)(C)C.[CH3:31][C:32]1([CH3:54])[C:37](=[O:38])[CH2:36][CH2:35][CH2:34][CH:33]1[N:39]([CH2:52][CH3:53])[C:40]1[CH:47]=[CH:46][C:43]([C:44]#[N:45])=[C:42]([C:48]([F:51])([F:50])[F:49])[CH:41]=1. (6) Given the product [CH3:1][O:2][C:3]1[CH:8]=[C:7]([CH2:9][O:10][CH3:11])[CH:6]=[C:5]([O:12][CH3:13])[C:4]=1[C:14]1[N:15]2[N:21]=[C:20]([O:22][CH3:23])[C:19]([NH2:24])=[C:16]2[S:17][CH:18]=1, predict the reactants needed to synthesize it. The reactants are: [CH3:1][O:2][C:3]1[CH:8]=[C:7]([CH2:9][O:10][CH3:11])[CH:6]=[C:5]([O:12][CH3:13])[C:4]=1[C:14]1[N:15]2[N:21]=[C:20]([O:22][CH3:23])[C:19]([N:24]=O)=[C:16]2[S:17][CH:18]=1. (7) The reactants are: [Cl:1][C:2]1[CH:3]=[C:4]([CH:9]=[CH:10][C:11]=1[NH:12][CH3:13])[C:5]([O:7][CH3:8])=[O:6].CN(C)C=O.[H-].[Na+].[Br:21][C:22]1[CH:23]=[CH:24][C:25]2[C:31]3[S:32][C:33]([C:35](Cl)=[O:36])=[CH:34][C:30]=3[CH2:29][CH2:28][O:27][C:26]=2[CH:38]=1. Given the product [Br:21][C:22]1[CH:23]=[CH:24][C:25]2[C:31]3[S:32][C:33]([C:35]([N:12]([C:11]4[CH:10]=[CH:9][C:4]([C:5]([O:7][CH3:8])=[O:6])=[CH:3][C:2]=4[Cl:1])[CH3:13])=[O:36])=[CH:34][C:30]=3[CH2:29][CH2:28][O:27][C:26]=2[CH:38]=1, predict the reactants needed to synthesize it. (8) Given the product [O:1]1[CH2:28][CH:2]1[CH2:3][N:4]([C:22]1[CH:23]=[CH:24][CH:25]=[CH:26][CH:27]=1)[N:5]=[CH:6][C:7]1[CH:19]=[CH:18][C:10]([N:11]([CH3:20])[CH3:12])=[CH:9][CH:8]=1, predict the reactants needed to synthesize it. The reactants are: [O:1]1[CH2:28][CH:2]1[CH2:3][N:4]([C:22]1[CH:27]=[CH:26][CH:25]=[CH:24][CH:23]=1)[N:5]=[CH:6][C:7]1[CH:8]=[CH:9][C:10]2[N:11]([CH2:20]C)[C:12]3C([C:18]=2[CH:19]=1)=CC=CC=3.C1(NN=CC2C=CC3N(CC)C4C(C=3C=2)=CC=CC=4)C=CC=CC=1.C1(NN=CC2C=CC(N(C)C)=CC=2)C=CC=CC=1. (9) Given the product [CH2:25]([C@H:11]([NH:12][C:13]([C@@H:14]([NH:15][C:16](=[O:19])[O:17][CH3:18])[C:20]([CH3:23])([CH3:22])[CH3:21])=[O:24])[CH2:10][C@H:9]([O:32][CH2:52][S:53][CH3:54])[C@@H:8]([NH:7][C:6](=[O:46])[C@H:5]([C:47]([CH3:50])([CH3:49])[CH3:48])[NH:4][C:3]([O:2][CH3:1])=[O:51])[CH2:33][C:34]1[CH:35]=[CH:36][C:37]([C:40]2[CH:45]=[CH:44][CH:43]=[CH:42][N:41]=2)=[CH:38][CH:39]=1)[C:26]1[CH:31]=[CH:30][CH:29]=[CH:28][CH:27]=1, predict the reactants needed to synthesize it. The reactants are: [CH3:1][O:2][C:3](=[O:51])[NH:4][C@@H:5]([C:47]([CH3:50])([CH3:49])[CH3:48])[C:6](=[O:46])[NH:7][C@@H:8]([CH2:33][C:34]1[CH:39]=[CH:38][C:37]([C:40]2[CH:45]=[CH:44][CH:43]=[CH:42][N:41]=2)=[CH:36][CH:35]=1)[C@@H:9]([OH:32])[CH2:10][C@H:11]([CH2:25][C:26]1[CH:31]=[CH:30][CH:29]=[CH:28][CH:27]=1)[NH:12][C:13](=[O:24])[C@H:14]([C:20]([CH3:23])([CH3:22])[CH3:21])[NH:15][C:16](=[O:19])[O:17][CH3:18].[CH3:52][S:53][CH3:54].C(OOC(=O)C1C=CC=CC=1)(=O)C1C=CC=CC=1. (10) Given the product [S:21]1[CH:25]=[CH:24][C:23]([O:10][C:11]2[C:20]3[C:15](=[CH:16][CH:17]=[CH:18][CH:19]=3)[N:14]=[CH:13][N:12]=2)=[CH:22]1, predict the reactants needed to synthesize it. The reactants are: N1C2C(=NC=CC=2)N([O:10][C:11]2[C:20]3[C:15](=[CH:16][CH:17]=[CH:18][CH:19]=3)[N:14]=[CH:13][N:12]=2)N=1.[S:21]1[CH:25]=[CH:24][C:23](B(O)O)=[CH:22]1.C([O-])([O-])=O.[Cs+].[Cs+].